Regression. Given two drug SMILES strings and cell line genomic features, predict the synergy score measuring deviation from expected non-interaction effect. From a dataset of NCI-60 drug combinations with 297,098 pairs across 59 cell lines. (1) Drug 1: CNC(=O)C1=NC=CC(=C1)OC2=CC=C(C=C2)NC(=O)NC3=CC(=C(C=C3)Cl)C(F)(F)F. Drug 2: CC1CCCC2(C(O2)CC(NC(=O)CC(C(C(=O)C(C1O)C)(C)C)O)C(=CC3=CSC(=N3)C)C)C. Cell line: NCI-H460. Synergy scores: CSS=65.3, Synergy_ZIP=3.23, Synergy_Bliss=1.07, Synergy_Loewe=-5.90, Synergy_HSA=3.18. (2) Drug 1: CC(CN1CC(=O)NC(=O)C1)N2CC(=O)NC(=O)C2. Drug 2: C1CNP(=O)(OC1)N(CCCl)CCCl. Cell line: OVCAR-8. Synergy scores: CSS=23.3, Synergy_ZIP=-0.169, Synergy_Bliss=-0.845, Synergy_Loewe=-11.9, Synergy_HSA=-1.29. (3) Drug 1: CN(C)C1=NC(=NC(=N1)N(C)C)N(C)C. Drug 2: CCCS(=O)(=O)NC1=C(C(=C(C=C1)F)C(=O)C2=CNC3=C2C=C(C=N3)C4=CC=C(C=C4)Cl)F. Cell line: OVCAR3. Synergy scores: CSS=-2.33, Synergy_ZIP=1.03, Synergy_Bliss=0.216, Synergy_Loewe=-4.49, Synergy_HSA=-3.33.